This data is from Reaction yield outcomes from USPTO patents with 853,638 reactions. The task is: Predict the reaction yield, written as a fraction of the theoretical maximum amount of product (1.0 means a 100% yield; for example, 0.34 means a 34% yield). (1) The reactants are ClC1C=CC(C2C3C=C(C4C=C[N:21]=CC=4)SC=3C(=O)CCC2)=CC=1.COC(OC)N(C)C.O1CCCC1.[Cl:38][C:39]1[CH:44]=[CH:43][C:42]([CH:45]2[C:51]3[CH:52]=[C:53]([C:55]4[CH:60]=[CH:59][N:58]=[CH:57][CH:56]=4)[S:54][C:50]=3[C:49](=O)/[C:48](=[CH:62]/[N:63](C)C)/[CH2:47][CH2:46]2)=[CH:41][CH:40]=1.C(O)(=O)C.O.NN. No catalyst specified. The product is [Cl:38][C:39]1[CH:44]=[CH:43][C:42]([CH:45]2[C:51]3[CH:52]=[C:53]([C:55]4[CH:60]=[CH:59][N:58]=[CH:57][CH:56]=4)[S:54][C:50]=3[C:49]3[NH:21][N:63]=[CH:62][C:48]=3[CH2:47][CH2:46]2)=[CH:41][CH:40]=1. The yield is 0.0900. (2) The reactants are [F:1][C:2]1([F:17])[O:6][C:5]2[CH:7]=[CH:8][C:9]([C:11]3([C:14]([OH:16])=O)[CH2:13][CH2:12]3)=[CH:10][C:4]=2[O:3]1.[F:18][C:19]1[C:20]([NH2:33])=[CH:21][C:22]2[CH:23]=[C:24]3[C:30]([CH3:32])([CH3:31])[CH2:29][CH2:28][N:25]3[C:26]=2[CH:27]=1.CN(C(ON1N=NC2C=CC=NC1=2)=[N+](C)C)C.F[P-](F)(F)(F)(F)F.C(N(CC)CC)C. The catalyst is CN(C=O)C. The product is [F:17][C:2]1([F:1])[O:6][C:5]2[CH:7]=[CH:8][C:9]([C:11]3([C:14]([NH:33][C:20]4[C:19]([F:18])=[CH:27][C:26]5[N:25]6[CH2:28][CH2:29][C:30]([CH3:32])([CH3:31])[C:24]6=[CH:23][C:22]=5[CH:21]=4)=[O:16])[CH2:12][CH2:13]3)=[CH:10][C:4]=2[O:3]1. The yield is 0.650. (3) The reactants are [NH2:1][C:2]1[CH:3]=[C:4]([CH:7]=[CH:8][C:9]=1[OH:10])[C:5]#[N:6].C(O[C:14]([S-])=[S:15])C.[K+].Cl. The catalyst is N1C=CC=CC=1. The product is [S:15]=[C:14]1[NH:1][C:2]2[CH:3]=[C:4]([C:5]#[N:6])[CH:7]=[CH:8][C:9]=2[O:10]1. The yield is 0.460. (4) The reactants are Cl[C:2]1[CH:7]=[CH:6][C:5](Cl)=[CH:4][C:3]=1[S:9][CH2:10][C:11]([OH:13])=[O:12].[F:14]C1C=CC=CC=1S.[OH-].[K+].BrCC(OCC)=O. The catalyst is O.C(O)C. The product is [F:14][C:2]1[CH:7]=[CH:6][CH:5]=[CH:4][C:3]=1[S:9][CH2:10][C:11]([OH:13])=[O:12]. The yield is 0.670.